This data is from NCI-60 drug combinations with 297,098 pairs across 59 cell lines. The task is: Regression. Given two drug SMILES strings and cell line genomic features, predict the synergy score measuring deviation from expected non-interaction effect. (1) Drug 1: CCCS(=O)(=O)NC1=C(C(=C(C=C1)F)C(=O)C2=CNC3=C2C=C(C=N3)C4=CC=C(C=C4)Cl)F. Drug 2: CN(C)C1=NC(=NC(=N1)N(C)C)N(C)C. Cell line: LOX IMVI. Synergy scores: CSS=37.9, Synergy_ZIP=4.30, Synergy_Bliss=5.95, Synergy_Loewe=-14.5, Synergy_HSA=8.44. (2) Drug 1: C1=CC(=CC=C1C#N)C(C2=CC=C(C=C2)C#N)N3C=NC=N3. Drug 2: CC(C)NC(=O)C1=CC=C(C=C1)CNNC.Cl. Cell line: MDA-MB-231. Synergy scores: CSS=0.920, Synergy_ZIP=-1.55, Synergy_Bliss=-1.77, Synergy_Loewe=-0.302, Synergy_HSA=-0.489. (3) Drug 1: C1CC(=O)NC(=O)C1N2CC3=C(C2=O)C=CC=C3N. Drug 2: CS(=O)(=O)OCCCCOS(=O)(=O)C. Cell line: SK-MEL-2. Synergy scores: CSS=1.43, Synergy_ZIP=0.354, Synergy_Bliss=3.63, Synergy_Loewe=0.299, Synergy_HSA=0.0405. (4) Drug 1: CCC1=CC2CC(C3=C(CN(C2)C1)C4=CC=CC=C4N3)(C5=C(C=C6C(=C5)C78CCN9C7C(C=CC9)(C(C(C8N6C)(C(=O)OC)O)OC(=O)C)CC)OC)C(=O)OC.C(C(C(=O)O)O)(C(=O)O)O. Drug 2: C1C(C(OC1N2C=NC3=C(N=C(N=C32)Cl)N)CO)O. Cell line: K-562. Synergy scores: CSS=73.3, Synergy_ZIP=0.112, Synergy_Bliss=1.65, Synergy_Loewe=-2.24, Synergy_HSA=3.49. (5) Drug 1: C1=CC(=CC=C1CCC2=CNC3=C2C(=O)NC(=N3)N)C(=O)NC(CCC(=O)O)C(=O)O. Drug 2: CN(C)C1=NC(=NC(=N1)N(C)C)N(C)C. Cell line: MDA-MB-435. Synergy scores: CSS=2.80, Synergy_ZIP=-1.63, Synergy_Bliss=-0.996, Synergy_Loewe=-74.5, Synergy_HSA=-5.41.